From a dataset of Forward reaction prediction with 1.9M reactions from USPTO patents (1976-2016). Predict the product of the given reaction. (1) Given the reactants Br[C:2]1[CH:7]=[CH:6][C:5]([C@@H:8]([N:10]2[CH2:15][CH2:14][C@@:13]([C:20]3[CH:25]=[CH:24][C:23]([F:26])=[CH:22][CH:21]=3)([CH2:16][CH2:17][CH2:18][OH:19])[O:12][C:11]2=[O:27])[CH3:9])=[CH:4][CH:3]=1.[N:28]1[CH:33]=[CH:32][CH:31]=[CH:30][C:29]=1B(O)O, predict the reaction product. The product is: [F:26][C:23]1[CH:24]=[CH:25][C:20]([C@:13]2([CH2:16][CH2:17][CH2:18][OH:19])[O:12][C:11](=[O:27])[N:10]([C@H:8]([C:5]3[CH:6]=[CH:7][C:2]([C:29]4[CH:30]=[CH:31][CH:32]=[CH:33][N:28]=4)=[CH:3][CH:4]=3)[CH3:9])[CH2:15][CH2:14]2)=[CH:21][CH:22]=1. (2) Given the reactants [CH3:1][S:2](Cl)(=[O:4])=[O:3].[OH:6][CH2:7][CH2:8][C@@H:9]1[C@@H:13]([CH2:14][CH2:15][CH2:16][CH2:17][CH2:18][CH2:19][CH2:20][CH3:21])[C@H:12]([O:22][CH:23]2[CH2:28][CH2:27][CH2:26][CH2:25][O:24]2)[CH2:11][C@@H:10]1[OH:29].CCN(CC)CC.C([O-])(O)=O.[Na+], predict the reaction product. The product is: [CH3:1][S:2]([O:6][CH2:7][CH2:8][C@H:9]1[C@@H:10]([O:29][S:2]([CH3:1])(=[O:4])=[O:3])[CH2:11][C@@H:12]([O:22][CH:23]2[CH2:28][CH2:27][CH2:26][CH2:25][O:24]2)[C@@H:13]1[CH2:14][CH2:15][CH2:16][CH2:17][CH2:18][CH2:19][CH2:20][CH3:21])(=[O:4])=[O:3]. (3) Given the reactants [CH3:1][C:2]1([CH3:23])[C:10]2[CH:9]=[N:8][C:7](SC)=[N:6][C:5]=2[CH2:4][N:3]1[C:13]([O:15][CH2:16][C:17]1[CH:22]=[CH:21][CH:20]=[CH:19][CH:18]=1)=[O:14].O[O:25][S:26]([O-:28])=O.[K+].[CH3:30]N(C=O)C, predict the reaction product. The product is: [CH3:23][C:2]1([CH3:1])[C:10]2[CH:9]=[N:8][C:7]([S:26]([CH3:30])(=[O:28])=[O:25])=[N:6][C:5]=2[CH2:4][N:3]1[C:13]([O:15][CH2:16][C:17]1[CH:22]=[CH:21][CH:20]=[CH:19][CH:18]=1)=[O:14].